Dataset: Aqueous solubility values for 9,982 compounds from the AqSolDB database. Task: Regression/Classification. Given a drug SMILES string, predict its absorption, distribution, metabolism, or excretion properties. Task type varies by dataset: regression for continuous measurements (e.g., permeability, clearance, half-life) or binary classification for categorical outcomes (e.g., BBB penetration, CYP inhibition). For this dataset (solubility_aqsoldb), we predict Y. (1) The drug is CC(C)CCOC(=O)c1cccc([N+](=O)[O-])c1C(=O)[O-]. The Y is -3.07 log mol/L. (2) The drug is C=CC(=O)OC1CC(C)CC(C)(C)C1. The Y is -4.03 log mol/L. (3) The compound is CC1(C)CC(O)CC(C)(CN)C1. The Y is 0.489 log mol/L.